This data is from NCI-60 drug combinations with 297,098 pairs across 59 cell lines. The task is: Regression. Given two drug SMILES strings and cell line genomic features, predict the synergy score measuring deviation from expected non-interaction effect. (1) Drug 1: CS(=O)(=O)C1=CC(=C(C=C1)C(=O)NC2=CC(=C(C=C2)Cl)C3=CC=CC=N3)Cl. Drug 2: CN(C)N=NC1=C(NC=N1)C(=O)N. Cell line: HCT116. Synergy scores: CSS=3.48, Synergy_ZIP=-1.66, Synergy_Bliss=-1.29, Synergy_Loewe=-2.28, Synergy_HSA=-1.90. (2) Drug 1: C1C(C(OC1N2C=C(C(=O)NC2=O)F)CO)O. Drug 2: CC(C)CN1C=NC2=C1C3=CC=CC=C3N=C2N. Cell line: LOX IMVI. Synergy scores: CSS=33.8, Synergy_ZIP=-12.3, Synergy_Bliss=-6.73, Synergy_Loewe=-22.7, Synergy_HSA=-6.29. (3) Drug 1: CC1C(C(CC(O1)OC2CC(CC3=C2C(=C4C(=C3O)C(=O)C5=C(C4=O)C(=CC=C5)OC)O)(C(=O)CO)O)N)O.Cl. Drug 2: C1=C(C(=O)NC(=O)N1)N(CCCl)CCCl. Cell line: SF-268. Synergy scores: CSS=17.0, Synergy_ZIP=-6.12, Synergy_Bliss=3.94, Synergy_Loewe=2.07, Synergy_HSA=2.96. (4) Drug 1: C1=C(C(=O)NC(=O)N1)F. Drug 2: C(CCl)NC(=O)N(CCCl)N=O. Cell line: MDA-MB-435. Synergy scores: CSS=25.7, Synergy_ZIP=5.14, Synergy_Bliss=5.84, Synergy_Loewe=-2.43, Synergy_HSA=3.12. (5) Drug 1: CCC1(CC2CC(C3=C(CCN(C2)C1)C4=CC=CC=C4N3)(C5=C(C=C6C(=C5)C78CCN9C7C(C=CC9)(C(C(C8N6C=O)(C(=O)OC)O)OC(=O)C)CC)OC)C(=O)OC)O.OS(=O)(=O)O. Drug 2: C(CC(=O)O)C(=O)CN.Cl. Cell line: A498. Synergy scores: CSS=2.44, Synergy_ZIP=-0.0744, Synergy_Bliss=-0.122, Synergy_Loewe=-1.14, Synergy_HSA=-2.45.